From a dataset of NCI-60 drug combinations with 297,098 pairs across 59 cell lines. Regression. Given two drug SMILES strings and cell line genomic features, predict the synergy score measuring deviation from expected non-interaction effect. (1) Drug 1: CC1=C(C=C(C=C1)C(=O)NC2=CC(=CC(=C2)C(F)(F)F)N3C=C(N=C3)C)NC4=NC=CC(=N4)C5=CN=CC=C5. Drug 2: CC1=C2C(C(=O)C3(C(CC4C(C3C(C(C2(C)C)(CC1OC(=O)C(C(C5=CC=CC=C5)NC(=O)C6=CC=CC=C6)O)O)OC(=O)C7=CC=CC=C7)(CO4)OC(=O)C)O)C)OC(=O)C. Cell line: HCT116. Synergy scores: CSS=31.1, Synergy_ZIP=17.8, Synergy_Bliss=16.1, Synergy_Loewe=-30.9, Synergy_HSA=1.27. (2) Drug 1: C1=NC2=C(N1)C(=S)N=C(N2)N. Drug 2: C1=CC(=CC=C1C#N)C(C2=CC=C(C=C2)C#N)N3C=NC=N3. Cell line: HOP-92. Synergy scores: CSS=18.7, Synergy_ZIP=-9.15, Synergy_Bliss=-4.63, Synergy_Loewe=-7.58, Synergy_HSA=-3.16. (3) Drug 1: C1=CC(=CC=C1CC(C(=O)O)N)N(CCCl)CCCl.Cl. Drug 2: CN(C(=O)NC(C=O)C(C(C(CO)O)O)O)N=O. Cell line: ACHN. Synergy scores: CSS=30.9, Synergy_ZIP=0.743, Synergy_Bliss=3.71, Synergy_Loewe=-21.7, Synergy_HSA=3.65. (4) Drug 1: C1=CC(=CC=C1C#N)C(C2=CC=C(C=C2)C#N)N3C=NC=N3. Drug 2: C(CN)CNCCSP(=O)(O)O. Cell line: SF-539. Synergy scores: CSS=-1.85, Synergy_ZIP=5.98, Synergy_Bliss=7.54, Synergy_Loewe=-0.283, Synergy_HSA=-1.83. (5) Cell line: T-47D. Synergy scores: CSS=16.9, Synergy_ZIP=-4.50, Synergy_Bliss=0.334, Synergy_Loewe=-0.274, Synergy_HSA=0.401. Drug 1: COC1=C(C=C2C(=C1)N=CN=C2NC3=CC(=C(C=C3)F)Cl)OCCCN4CCOCC4. Drug 2: CC1=C(C=C(C=C1)C(=O)NC2=CC(=CC(=C2)C(F)(F)F)N3C=C(N=C3)C)NC4=NC=CC(=N4)C5=CN=CC=C5. (6) Drug 2: CNC(=O)C1=NC=CC(=C1)OC2=CC=C(C=C2)NC(=O)NC3=CC(=C(C=C3)Cl)C(F)(F)F. Cell line: HT29. Drug 1: CC1=C(C=C(C=C1)NC2=NC=CC(=N2)N(C)C3=CC4=NN(C(=C4C=C3)C)C)S(=O)(=O)N.Cl. Synergy scores: CSS=40.1, Synergy_ZIP=-0.440, Synergy_Bliss=5.45, Synergy_Loewe=-11.9, Synergy_HSA=3.33. (7) Drug 1: CC1=C(N=C(N=C1N)C(CC(=O)N)NCC(C(=O)N)N)C(=O)NC(C(C2=CN=CN2)OC3C(C(C(C(O3)CO)O)O)OC4C(C(C(C(O4)CO)O)OC(=O)N)O)C(=O)NC(C)C(C(C)C(=O)NC(C(C)O)C(=O)NCCC5=NC(=CS5)C6=NC(=CS6)C(=O)NCCC[S+](C)C)O. Drug 2: B(C(CC(C)C)NC(=O)C(CC1=CC=CC=C1)NC(=O)C2=NC=CN=C2)(O)O. Cell line: KM12. Synergy scores: CSS=42.7, Synergy_ZIP=3.08, Synergy_Bliss=2.80, Synergy_Loewe=-13.9, Synergy_HSA=2.73.